Dataset: Full USPTO retrosynthesis dataset with 1.9M reactions from patents (1976-2016). Task: Predict the reactants needed to synthesize the given product. (1) Given the product [CH2:5]=[C:6]1[CH2:11][CH2:10][O:9][C:7]1=[O:8].[C:1](#[N:4])[CH:2]=[CH2:3].[CH2:12]=[CH:13][C:14]1[CH:15]=[CH:16][C:17]([S:20]([O-:23])(=[O:22])=[O:21])=[CH:18][CH:19]=1, predict the reactants needed to synthesize it. The reactants are: [C:1](#[N:4])[CH:2]=[CH2:3].[CH2:5]=[C:6]1[CH2:11][CH2:10][O:9][C:7]1=[O:8].[CH2:12]=[CH:13][C:14]1[CH:19]=[CH:18][C:17]([S:20]([O-:23])(=[O:22])=[O:21])=[CH:16][CH:15]=1.[Na+].O.C(OOC(C)(C)C)(C)(C)C. (2) Given the product [NH2:37][C:2]1[CH:7]=[CH:6][C:5]([C:8]2[N:13]3[CH:14]=[CH:15][CH:16]=[C:12]3[C:11](=[O:17])[NH:10][N:9]=2)=[CH:4][CH:3]=1, predict the reactants needed to synthesize it. The reactants are: Br[C:2]1[CH:7]=[CH:6][C:5]([C:8]2[N:13]3[CH:14]=[CH:15][CH:16]=[C:12]3[C:11](=[O:17])[NH:10][N:9]=2)=[CH:4][CH:3]=1.C1(P(C2CCCCC2)C2C=CC=CC=2C2C=CC=CC=2[N:37](C)C)CCCCC1.C[Si]([N-][Si](C)(C)C)(C)C.[Li+].Cl.[OH-].[Na+].